This data is from Forward reaction prediction with 1.9M reactions from USPTO patents (1976-2016). The task is: Predict the product of the given reaction. (1) Given the reactants [Br-].[CH:2]1([CH2:8][Zn+])[CH2:7][CH2:6][CH2:5][CH2:4][CH2:3]1.C1COCC1.[O:15]1[C:19]2[CH:20]=[CH:21][C:22]([C:24]3([C:27]([NH:29][C:30]4[CH:35]=[CH:34][CH:33]=[C:32](Br)[N:31]=4)=[O:28])[CH2:26][CH2:25]3)=[CH:23][C:18]=2[O:17][CH2:16]1, predict the reaction product. The product is: [O:15]1[C:19]2[CH:20]=[CH:21][C:22]([C:24]3([C:27]([NH:29][C:30]4[CH:35]=[CH:34][CH:33]=[C:32]([CH2:8][CH:2]5[CH2:7][CH2:6][CH2:5][CH2:4][CH2:3]5)[N:31]=4)=[O:28])[CH2:26][CH2:25]3)=[CH:23][C:18]=2[O:17][CH2:16]1. (2) Given the reactants Cl.CN(C)CCCN=C=NCC.[C:13]1([S:23]([NH2:26])(=[O:25])=[O:24])[C:14]([S:19]([NH2:22])(=[O:21])=[O:20])=[CH:15][CH:16]=[CH:17][CH:18]=1.[Br:27][C:28]1[CH:36]=[CH:35][C:31]([C:32](O)=[O:33])=[CH:30][C:29]=1[O:37][CH:38]([CH3:40])[CH3:39].O, predict the reaction product. The product is: [Br:27][C:28]1[CH:36]=[CH:35][C:31]([C:32]([NH:22][S:19]([C:14]2[CH:15]=[CH:16][CH:17]=[CH:18][C:13]=2[S:23](=[O:25])(=[O:24])[NH2:26])(=[O:21])=[O:20])=[O:33])=[CH:30][C:29]=1[O:37][CH:38]([CH3:40])[CH3:39]. (3) Given the reactants Br[C:2]1[S:10][C:9]2[N:8]([CH2:11][C:12]3[CH:17]=[CH:16][C:15]([O:18][CH3:19])=[CH:14][CH:13]=3)[C:7](=[O:20])[N:6]3[N:21]=[CH:22][N:23]=[C:5]3[C:4]=2[CH:3]=1.[B-](F)(F)(F)[CH:25]=[CH2:26].[K+].ClCCl.C(N(CC)CC)C, predict the reaction product. The product is: [CH3:19][O:18][C:15]1[CH:16]=[CH:17][C:12]([CH2:11][N:8]2[C:9]3[S:10][C:2]([CH:25]=[CH2:26])=[CH:3][C:4]=3[C:5]3=[N:23][CH:22]=[N:21][N:6]3[C:7]2=[O:20])=[CH:13][CH:14]=1. (4) Given the reactants [CH2:1]([O:8][C:9]1[CH:14]=[CH:13][C:12]([CH:15]([OH:20])[C:16]([O:18][CH3:19])=[O:17])=[C:11]([C:21]2[CH:22]=[CH:23][C:24]3[O:29][CH2:28][CH2:27][CH2:26][C:25]=3[CH:30]=2)[CH:10]=1)[C:2]1[CH:7]=[CH:6][CH:5]=[CH:4][CH:3]=1.Cl(O)(=O)(=O)=O.C(=O)(O)[O-].[Na+], predict the reaction product. The product is: [CH2:1]([O:8][C:9]1[CH:14]=[CH:13][C:12]([CH:15]([O:20][C:2]([CH3:7])([CH3:3])[CH3:1])[C:16]([O:18][CH3:19])=[O:17])=[C:11]([C:21]2[CH:22]=[CH:23][C:24]3[O:29][CH2:28][CH2:27][CH2:26][C:25]=3[CH:30]=2)[CH:10]=1)[C:2]1[CH:7]=[CH:6][CH:5]=[CH:4][CH:3]=1. (5) Given the reactants Br[C:2]1[N:6]=[C:5]([C:7]2[CH:8]=[CH:9][C:10]([CH2:15][CH:16]([CH3:18])[CH3:17])=[C:11]([CH:14]=2)[C:12]#[N:13])[S:4][N:3]=1.[CH2:19]([C:21]1[C:28](B2OC(C)(C)C(C)(C)O2)=[CH:27][CH:26]=[CH:25][C:22]=1[CH:23]=[O:24])[CH3:20].P([O-])([O-])([O-])=O.[K+].[K+].[K+], predict the reaction product. The product is: [CH2:19]([C:21]1[C:22]([CH:23]=[O:24])=[CH:25][CH:26]=[CH:27][C:28]=1[C:2]1[N:6]=[C:5]([C:7]2[CH:8]=[CH:9][C:10]([CH2:15][CH:16]([CH3:18])[CH3:17])=[C:11]([CH:14]=2)[C:12]#[N:13])[S:4][N:3]=1)[CH3:20].